Dataset: Full USPTO retrosynthesis dataset with 1.9M reactions from patents (1976-2016). Task: Predict the reactants needed to synthesize the given product. (1) Given the product [Br:1][C:2]1[CH:7]=[CH:6][C:5]([CH:8]([CH2:11][C:12]2[CH:17]=[CH:16][C:15]([O:18][CH2:19][CH2:20][O:21][C:22]3[C:27]([Cl:28])=[CH:26][C:25]([CH3:29])=[CH:24][C:23]=3[Cl:30])=[CH:14][CH:13]=2)[CH2:9][NH:10][C:44](=[O:45])[O:46][C:47]([CH3:50])([CH3:49])[CH3:48])=[C:4]([CH3:31])[CH:3]=1, predict the reactants needed to synthesize it. The reactants are: [Br:1][C:2]1[CH:7]=[CH:6][C:5]([CH:8]([CH2:11][C:12]2[CH:17]=[CH:16][C:15]([O:18][CH2:19][CH2:20][O:21][C:22]3[C:27]([Cl:28])=[CH:26][C:25]([CH3:29])=[CH:24][C:23]=3[Cl:30])=[CH:14][CH:13]=2)[C:9]#[N:10])=[C:4]([CH3:31])[CH:3]=1.[BH4-].[Na+].Cl.C(N(C(C)C)CC)(C)C.[C:44](O[C:44]([O:46][C:47]([CH3:50])([CH3:49])[CH3:48])=[O:45])([O:46][C:47]([CH3:50])([CH3:49])[CH3:48])=[O:45]. (2) Given the product [C:1]([O:5][C@@H:6]([C:12]1[C:37]([CH3:38])=[CH:36][C:15]2[N:16]=[C:17]([C:19]3[CH:24]=[CH:23][N:22]=[C:21]([C:25]4[CH:34]=[N:33][C:32]5[NH:31][C:30](=[O:35])[CH2:29][O:28][C:27]=5[CH:26]=4)[CH:20]=3)[S:18][C:14]=2[C:13]=1[C:39]1[CH:40]=[CH:41][C:42]([Cl:45])=[CH:43][CH:44]=1)[C:7]([OH:9])=[O:8])([CH3:4])([CH3:2])[CH3:3], predict the reactants needed to synthesize it. The reactants are: [C:1]([O:5][C@@H:6]([C:12]1[C:37]([CH3:38])=[CH:36][C:15]2[N:16]=[C:17]([C:19]3[CH:24]=[CH:23][N:22]=[C:21]([C:25]4[CH:34]=[N:33][C:32]5[NH:31][C:30](=[O:35])[CH2:29][O:28][C:27]=5[CH:26]=4)[CH:20]=3)[S:18][C:14]=2[C:13]=1[C:39]1[CH:44]=[CH:43][C:42]([Cl:45])=[CH:41][CH:40]=1)[C:7]([O:9]CC)=[O:8])([CH3:4])([CH3:3])[CH3:2].[OH-].[Na+]. (3) Given the product [CH2:1]([O:3][C:4](=[O:29])[C:5]1[CH:6]=[C:7]([O:20][C:21]2[CH:26]=[CH:25][C:24]([C:27]#[N:28])=[CH:23][CH:22]=2)[CH:8]=[C:9]([O:11][C:12]2[CH:13]=[CH:14][C:15]([CH2:18][NH:19][C:4]([O:3][CH2:1][C:36]3[CH:35]=[CH:7][CH:6]=[CH:5][CH:10]=3)=[O:29])=[CH:16][CH:17]=2)[CH:10]=1)[CH3:2], predict the reactants needed to synthesize it. The reactants are: [CH2:1]([O:3][C:4](=[O:29])[C:5]1[CH:10]=[C:9]([O:11][C:12]2[CH:17]=[CH:16][C:15]([C:18]#[N:19])=[CH:14][CH:13]=2)[CH:8]=[C:7]([O:20][C:21]2[CH:26]=[CH:25][C:24]([CH2:27][NH2:28])=[CH:23][CH:22]=2)[CH:6]=1)[CH3:2].C(N([CH2:35][CH3:36])CC)C. (4) Given the product [F:33][C:30]([F:31])([F:32])[C:27]1[CH:26]=[CH:25][C:24]([CH2:23][O:22][C:17]2[CH:18]=[CH:19][CH:20]=[CH:21][C:16]=2[CH2:15][O:14][C:12]2[CH:11]=[CH:10][C:9]3[C:5]([CH2:4][C:3]([OH:34])=[O:2])=[CH:6][O:7][C:8]=3[CH:13]=2)=[CH:29][CH:28]=1, predict the reactants needed to synthesize it. The reactants are: C[O:2][C:3](=[O:34])[CH2:4][C:5]1[C:9]2[CH:10]=[CH:11][C:12]([O:14][CH2:15][C:16]3[CH:21]=[CH:20][CH:19]=[CH:18][C:17]=3[O:22][CH2:23][C:24]3[CH:29]=[CH:28][C:27]([C:30]([F:33])([F:32])[F:31])=[CH:26][CH:25]=3)=[CH:13][C:8]=2[O:7][CH:6]=1.[OH-].[Li+].